Dataset: Reaction yield outcomes from USPTO patents with 853,638 reactions. Task: Predict the reaction yield, written as a fraction of the theoretical maximum amount of product (1.0 means a 100% yield; for example, 0.34 means a 34% yield). The reactants are CO[C:3](=[O:15])[C:4]1[CH:9]=[C:8]([O:10][CH2:11][CH3:12])[C:7]([Cl:13])=[C:6]([NH2:14])[CH:5]=1.[H-].[Al+3].[Li+].[H-].[H-].[H-].C1C[O:25][CH2:24][CH2:23]1. The catalyst is O=[Mn]=O. The product is [Cl:13][C:7]1[C:8]([O:10][CH2:11][CH3:12])=[CH:9][C:4]([CH:3]=[O:15])=[CH:5][C:6]=1[NH:14][C:24](=[O:25])[CH3:23]. The yield is 0.450.